From a dataset of Full USPTO retrosynthesis dataset with 1.9M reactions from patents (1976-2016). Predict the reactants needed to synthesize the given product. (1) The reactants are: Cl[C:2]1[CH:7]=[CH:6][N:5]=[CH:4][C:3]=1[C:8]1([OH:12])[CH2:11][CH2:10][CH2:9]1.[F:13][C:14]([F:19])([F:18])[C@@H:15]([OH:17])[CH3:16]. Given the product [F:13][C:14]([F:19])([F:18])[C@H:15]([CH3:16])[O:17][C:2]1[CH:7]=[CH:6][N:5]=[CH:4][C:3]=1[C:8]1([OH:12])[CH2:11][CH2:10][CH2:9]1, predict the reactants needed to synthesize it. (2) Given the product [CH2:14]([O:13][C:11]([CH:10]1[CH:6]([C:4]([O:3][CH2:1][CH3:2])=[O:5])[CH2:7][N:8]([S:23]([CH3:22])(=[O:25])=[O:24])[CH2:9]1)=[O:12])[CH3:15], predict the reactants needed to synthesize it. The reactants are: [CH2:1]([O:3][C:4]([CH:6]1[CH:10]([C:11]([O:13][CH2:14][CH3:15])=[O:12])[CH2:9][NH:8][CH2:7]1)=[O:5])[CH3:2].N1C=CC=CC=1.[CH3:22][S:23](Cl)(=[O:25])=[O:24].